This data is from Ames mutagenicity test results for genotoxicity prediction. The task is: Regression/Classification. Given a drug SMILES string, predict its toxicity properties. Task type varies by dataset: regression for continuous values (e.g., LD50, hERG inhibition percentage) or binary classification for toxic/non-toxic outcomes (e.g., AMES mutagenicity, cardiotoxicity, hepatotoxicity). Dataset: ames. (1) The molecule is CCCCCCCCCCCCCCCC(=O)OC/C=C(C)/C=C/C=C(C)/C=C/C1=C(C)CCCC1(C)C. The result is 0 (non-mutagenic). (2) The molecule is CC(=O)c1ccccc1[N+](=O)[O-]. The result is 0 (non-mutagenic). (3) The drug is C=CCN(CC=C)CC=C. The result is 0 (non-mutagenic). (4) The drug is O=C(O)CCCCC1CCSS1. The result is 0 (non-mutagenic). (5) The molecule is CC(=O)Nc1ccc(C(=O)C2OC2c2ccccc2)cc1. The result is 1 (mutagenic). (6) The compound is BrCc1cccc2c1-c1cccc3cccc-2c13. The result is 1 (mutagenic).